From a dataset of Full USPTO retrosynthesis dataset with 1.9M reactions from patents (1976-2016). Predict the reactants needed to synthesize the given product. (1) Given the product [CH:1]1([N:6]2[CH2:12][C:11]([F:13])([F:14])[C:10](=[O:15])[N:9]([CH3:16])[C:8]3[CH:17]=[N:18][C:19]([NH:21][C:22]4[CH:30]=[CH:29][C:25]([C:26]([N:41]([CH3:42])[CH3:40])=[O:28])=[CH:24][C:23]=4[O:31][CH3:32])=[N:20][C:7]2=3)[CH2:5][CH2:4][CH2:3][CH2:2]1, predict the reactants needed to synthesize it. The reactants are: [CH:1]1([N:6]2[CH2:12][C:11]([F:14])([F:13])[C:10](=[O:15])[N:9]([CH3:16])[C:8]3[CH:17]=[N:18][C:19]([NH:21][C:22]4[CH:30]=[CH:29][C:25]([C:26]([OH:28])=O)=[CH:24][C:23]=4[O:31][CH3:32])=[N:20][C:7]2=3)[CH2:5][CH2:4][CH2:3][CH2:2]1.F[P-](F)(F)(F)(F)F.[CH3:40][N:41](C(N(C)C)=[N+]1C2C(=NC=CC=2)[N+]([O-])=N1)[CH3:42].C(N(C(C)C)C(C)C)C.CNC. (2) Given the product [CH2:1]([O:8][C:9]([N:19]1[CH2:26][CH:25]2[CH:21]([CH2:22][CH2:23][C:24]2=[O:27])[CH2:20]1)=[O:10])[C:2]1[CH:7]=[CH:6][CH:5]=[CH:4][CH:3]=1, predict the reactants needed to synthesize it. The reactants are: [CH2:1]([O:8][C:9](Cl)=[O:10])[C:2]1[CH:7]=[CH:6][CH:5]=[CH:4][CH:3]=1.C([N:19]1[CH2:26][CH:25]2[CH:21]([CH2:22][CH2:23][C:24]2=[O:27])[CH2:20]1)C1C=CC=CC=1. (3) Given the product [CH3:19][C:17]1[C:8]2[C:6](=[CH:5][CH:4]=[C:3]([C:2]([F:10])([F:11])[F:1])[CH:9]=2)[NH:7][C:16]=1[C:15]([OH:22])=[O:14], predict the reactants needed to synthesize it. The reactants are: [F:1][C:2]([F:11])([F:10])[C:3]1[CH:9]=[CH:8][C:6]([NH2:7])=[CH:5][CH:4]=1.C([O:14][C:15](=[O:22])[CH:16](CC)[C:17]([CH3:19])=O)C. (4) Given the product [CH3:13][O:12][C:10]1[CH:9]=[CH:8][N:7]=[C:6]([CH2:4][OH:3])[N:11]=1, predict the reactants needed to synthesize it. The reactants are: C([O:3][C:4]([C:6]1[N:11]=[C:10]([O:12][CH3:13])[CH:9]=[CH:8][N:7]=1)=O)C.[BH4-].[Na+]. (5) Given the product [F:14][C:13]1[CH:12]=[C:11]2[C:7]([C:8](/[CH:15]=[CH:16]/[C:17]3[S:18][CH:19]=[CH:20][CH:21]=3)=[N:9][NH:10]2)=[CH:6][C:5]=1[C:3]([OH:4])=[O:2], predict the reactants needed to synthesize it. The reactants are: C[O:2][C:3]([C:5]1[CH:6]=[C:7]2[C:11](=[CH:12][C:13]=1[F:14])[NH:10][N:9]=[C:8]2/[CH:15]=[CH:16]/[C:17]1[S:18][CH:19]=[CH:20][CH:21]=1)=[O:4].[OH-].[Na+].Cl. (6) Given the product [CH3:12][N:1]1[CH2:11][CH2:10][CH2:9][C@@H:3]([C:4]([O:6][CH2:7][CH3:8])=[O:5])[CH2:2]1, predict the reactants needed to synthesize it. The reactants are: [NH:1]1[CH2:11][CH2:10][CH2:9][C@@H:3]([C:4]([O:6][CH2:7][CH3:8])=[O:5])[CH2:2]1.[CH:12](O)=O.C(=O)([O-])O.[Na+].[OH-].[Na+]. (7) Given the product [NH2:18][C:14]1[N:13]=[C:12]([NH:23][CH2:27][C@@H:26]([OH:25])[CH2:28][CH3:29])[C:11]([CH2:10][C:9]2[CH:8]=[CH:7][C:6]([CH2:5][C:33]([OH:37])=[O:1])=[CH:32][CH:31]=2)=[C:16]([CH3:17])[N:15]=1, predict the reactants needed to synthesize it. The reactants are: [OH-:1].[K+].C([CH2:5][C:6]1[CH:32]=[CH:31][C:9]([CH2:10][C:11]2[C:12]([N:23]3[CH2:27][C@H:26]([CH2:28][CH3:29])[O:25]C3=O)=[N:13][C:14](/[N:18]=C/N(C)C)=[N:15][C:16]=2[CH3:17])=[CH:8][CH:7]=1)#N.[CH2:33]([OH:37])CCC. (8) The reactants are: C[O:2][C:3](=[O:15])[CH2:4][C:5]1[CH:14]=[CH:13][CH:12]=[C:11]2[C:6]=1[CH:7]=[CH:8][N:9]=[CH:10]2.[OH-].[Na+]. Given the product [CH:10]1[C:11]2[C:6](=[C:5]([CH2:4][C:3]([OH:15])=[O:2])[CH:14]=[CH:13][CH:12]=2)[CH:7]=[CH:8][N:9]=1, predict the reactants needed to synthesize it. (9) Given the product [Br:16][C:7]1[CH:6]=[C:5]([CH3:15])[C:4]([O:3][CH2:1][CH3:2])=[CH:14][C:8]=1[C:9]([O:11][CH2:12][CH3:13])=[O:10], predict the reactants needed to synthesize it. The reactants are: [CH2:1]([O:3][C:4]1[C:5]([CH3:15])=[CH:6][CH:7]=[C:8]([CH:14]=1)[C:9]([O:11][CH2:12][CH3:13])=[O:10])[CH3:2].[Br:16]Br.